Dataset: NCI-60 drug combinations with 297,098 pairs across 59 cell lines. Task: Regression. Given two drug SMILES strings and cell line genomic features, predict the synergy score measuring deviation from expected non-interaction effect. (1) Drug 1: CC1=C(C=C(C=C1)NC(=O)C2=CC=C(C=C2)CN3CCN(CC3)C)NC4=NC=CC(=N4)C5=CN=CC=C5. Drug 2: C1=CC=C(C=C1)NC(=O)CCCCCCC(=O)NO. Cell line: LOX IMVI. Synergy scores: CSS=5.41, Synergy_ZIP=-1.52, Synergy_Bliss=4.27, Synergy_Loewe=-7.18, Synergy_HSA=-0.0444. (2) Drug 1: C1=C(C(=O)NC(=O)N1)F. Drug 2: C1=NC2=C(N1)C(=S)N=CN2. Cell line: MDA-MB-231. Synergy scores: CSS=15.5, Synergy_ZIP=-17.4, Synergy_Bliss=-24.8, Synergy_Loewe=-29.2, Synergy_HSA=-22.1. (3) Drug 1: CC12CCC3C(C1CCC2=O)CC(=C)C4=CC(=O)C=CC34C. Drug 2: CC12CCC3C(C1CCC2O)C(CC4=C3C=CC(=C4)O)CCCCCCCCCS(=O)CCCC(C(F)(F)F)(F)F. Cell line: TK-10. Synergy scores: CSS=16.7, Synergy_ZIP=2.71, Synergy_Bliss=3.60, Synergy_Loewe=3.44, Synergy_HSA=3.47. (4) Drug 1: CC1=C(C=C(C=C1)NC2=NC=CC(=N2)N(C)C3=CC4=NN(C(=C4C=C3)C)C)S(=O)(=O)N.Cl. Drug 2: CCN(CC)CCNC(=O)C1=C(NC(=C1C)C=C2C3=C(C=CC(=C3)F)NC2=O)C. Cell line: UACC-257. Synergy scores: CSS=2.45, Synergy_ZIP=0.574, Synergy_Bliss=3.84, Synergy_Loewe=2.53, Synergy_HSA=2.40. (5) Drug 1: CS(=O)(=O)C1=CC(=C(C=C1)C(=O)NC2=CC(=C(C=C2)Cl)C3=CC=CC=N3)Cl. Drug 2: C1C(C(OC1N2C=NC3=C2NC=NCC3O)CO)O. Cell line: LOX IMVI. Synergy scores: CSS=50.5, Synergy_ZIP=19.1, Synergy_Bliss=17.8, Synergy_Loewe=20.0, Synergy_HSA=20.0. (6) Drug 1: CN(C)C1=NC(=NC(=N1)N(C)C)N(C)C. Drug 2: CC1=C(C=C(C=C1)C(=O)NC2=CC(=CC(=C2)C(F)(F)F)N3C=C(N=C3)C)NC4=NC=CC(=N4)C5=CN=CC=C5. Cell line: HCT-15. Synergy scores: CSS=6.70, Synergy_ZIP=4.88, Synergy_Bliss=12.4, Synergy_Loewe=8.22, Synergy_HSA=7.53.